Dataset: Catalyst prediction with 721,799 reactions and 888 catalyst types from USPTO. Task: Predict which catalyst facilitates the given reaction. (1) Reactant: [F:1][C:2]([F:16])([F:15])[C:3]([OH:14])([C:9]1[S:10][CH:11]=[CH:12][CH:13]=1)[C:4]([O:6]CC)=[O:5].[OH-].[Li+]. Product: [F:16][C:2]([F:1])([F:15])[C:3]([OH:14])([C:9]1[S:10][CH:11]=[CH:12][CH:13]=1)[C:4]([OH:6])=[O:5]. The catalyst class is: 38. (2) Reactant: Br[C:2]1[CH:7]=[C:6]([CH:8]([CH3:10])[CH3:9])[CH:5]=[CH:4][C:3]=1[CH3:11].[Li]C(C)(C)C.CN([CH:20]=[O:21])C.Cl. Product: [CH:8]([C:6]1[CH:5]=[CH:4][C:3]([CH3:11])=[C:2]([CH:7]=1)[CH:20]=[O:21])([CH3:10])[CH3:9]. The catalyst class is: 165. (3) Reactant: [F:1][C:2]([F:17])([F:16])[CH2:3][N:4]1[C:9](=[O:10])[C:8]([O:11][CH:12]([CH3:14])[CH3:13])=[C:7](Br)[CH:6]=[N:5]1.[CH3:18][S:19][C:20]1[CH:25]=[CH:24][C:23](B(O)O)=[CH:22][CH:21]=1.C(=O)([O-])[O-].[Cs+].[Cs+]. Product: [F:1][C:2]([F:17])([F:16])[CH2:3][N:4]1[C:9](=[O:10])[C:8]([O:11][CH:12]([CH3:14])[CH3:13])=[C:7]([C:23]2[CH:24]=[CH:25][C:20]([S:19][CH3:18])=[CH:21][CH:22]=2)[CH:6]=[N:5]1. The catalyst class is: 104. (4) Reactant: [CH3:1][O:2][C:3]1[CH:4]=[C:5]([CH:8]=[C:9]([O:13][CH3:14])[C:10]=1[O:11][CH3:12])[CH2:6][OH:7].[CH3:15][S:16](Cl)(=[O:18])=[O:17]. Product: [S:16]([O:7][CH2:6][C:5]1[CH:8]=[C:9]([O:13][CH3:14])[C:10]([O:11][CH3:12])=[C:3]([O:2][CH3:1])[CH:4]=1)(=[O:18])(=[O:17])[CH3:15]. The catalyst class is: 10. (5) Reactant: [OH:1][C@H:2]([C:19]1[CH:24]=[CH:23][CH:22]=[CH:21][CH:20]=1)[CH2:3][NH:4][C:5]([C@@H:7]([CH2:16][CH:17]=[CH2:18])[CH2:8][C:9]([O:11][C:12]([CH3:15])([CH3:14])[CH3:13])=[O:10])=[O:6].[CH3:25][C@@H:26]([CH2:30][CH:31]=[CH2:32])[C:27](O)=[O:28]. Product: [CH3:25][C@@H:26]([CH2:30][CH:31]=[CH2:32])[C:27]([O:1][C@H:2]([C:19]1[CH:20]=[CH:21][CH:22]=[CH:23][CH:24]=1)[CH2:3][NH:4][C:5]([C@@H:7]([CH2:16][CH:17]=[CH2:18])[CH2:8][C:9]([O:11][C:12]([CH3:15])([CH3:14])[CH3:13])=[O:10])=[O:6])=[O:28]. The catalyst class is: 91.